This data is from NCI-60 drug combinations with 297,098 pairs across 59 cell lines. The task is: Regression. Given two drug SMILES strings and cell line genomic features, predict the synergy score measuring deviation from expected non-interaction effect. (1) Drug 1: CNC(=O)C1=CC=CC=C1SC2=CC3=C(C=C2)C(=NN3)C=CC4=CC=CC=N4. Drug 2: CN(C(=O)NC(C=O)C(C(C(CO)O)O)O)N=O. Cell line: HT29. Synergy scores: CSS=-7.00, Synergy_ZIP=-0.913, Synergy_Bliss=-10.1, Synergy_Loewe=-10.4, Synergy_HSA=-11.2. (2) Drug 1: COC1=C(C=C2C(=C1)N=CN=C2NC3=CC(=C(C=C3)F)Cl)OCCCN4CCOCC4. Drug 2: CC1=C(C=C(C=C1)C(=O)NC2=CC(=CC(=C2)C(F)(F)F)N3C=C(N=C3)C)NC4=NC=CC(=N4)C5=CN=CC=C5. Cell line: M14. Synergy scores: CSS=12.2, Synergy_ZIP=-2.65, Synergy_Bliss=3.38, Synergy_Loewe=2.43, Synergy_HSA=1.98. (3) Drug 1: CC1CCCC2(C(O2)CC(NC(=O)CC(C(C(=O)C(C1O)C)(C)C)O)C(=CC3=CSC(=N3)C)C)C. Drug 2: N.N.Cl[Pt+2]Cl. Cell line: SR. Synergy scores: CSS=81.8, Synergy_ZIP=-0.624, Synergy_Bliss=-1.14, Synergy_Loewe=-2.52, Synergy_HSA=1.73. (4) Drug 1: CS(=O)(=O)CCNCC1=CC=C(O1)C2=CC3=C(C=C2)N=CN=C3NC4=CC(=C(C=C4)OCC5=CC(=CC=C5)F)Cl. Drug 2: C1CC(CNC1)C2=CC=C(C=C2)N3C=C4C=CC=C(C4=N3)C(=O)N. Cell line: HT29. Synergy scores: CSS=76.0, Synergy_ZIP=9.62, Synergy_Bliss=12.2, Synergy_Loewe=7.54, Synergy_HSA=13.8. (5) Drug 1: C1=CC(=CC=C1C#N)C(C2=CC=C(C=C2)C#N)N3C=NC=N3. Drug 2: CC12CCC3C(C1CCC2OP(=O)(O)O)CCC4=C3C=CC(=C4)OC(=O)N(CCCl)CCCl.[Na+]. Cell line: OVCAR3. Synergy scores: CSS=16.1, Synergy_ZIP=-3.78, Synergy_Bliss=0.578, Synergy_Loewe=-0.484, Synergy_HSA=-0.494. (6) Drug 1: COC1=CC(=CC(=C1O)OC)C2C3C(COC3=O)C(C4=CC5=C(C=C24)OCO5)OC6C(C(C7C(O6)COC(O7)C8=CC=CS8)O)O. Cell line: NCI/ADR-RES. Synergy scores: CSS=-3.11, Synergy_ZIP=1.38, Synergy_Bliss=2.46, Synergy_Loewe=-2.21, Synergy_HSA=-1.24. Drug 2: CC(C)NC(=O)C1=CC=C(C=C1)CNNC.Cl. (7) Drug 1: C1=NNC2=C1C(=O)NC=N2. Drug 2: CC1C(C(CC(O1)OC2CC(CC3=C2C(=C4C(=C3O)C(=O)C5=CC=CC=C5C4=O)O)(C(=O)C)O)N)O. Cell line: OVCAR-8. Synergy scores: CSS=39.7, Synergy_ZIP=-3.17, Synergy_Bliss=-1.02, Synergy_Loewe=-13.6, Synergy_HSA=1.11.